Task: Predict the reactants needed to synthesize the given product.. Dataset: Full USPTO retrosynthesis dataset with 1.9M reactions from patents (1976-2016) (1) Given the product [N:35]1([C:16](=[O:18])[CH2:15][O:14][N:13]=[C:8]2[CH2:7][CH:6]([C:19]3[CH:24]=[CH:23][CH:22]=[CH:21][C:20]=3[C:25]3[CH:30]=[CH:29][CH:28]=[CH:27][CH:26]=3)[CH2:5][C:4]3[N:3]=[C:2]([NH2:1])[N:11]=[C:10]([CH3:12])[C:9]2=3)[CH2:40][CH2:39][O:38][CH2:37][CH2:36]1, predict the reactants needed to synthesize it. The reactants are: [NH2:1][C:2]1[N:11]=[C:10]([CH3:12])[C:9]2[C:8](=[N:13][O:14][CH2:15][C:16]([OH:18])=O)[CH2:7][CH:6]([C:19]3[CH:24]=[CH:23][CH:22]=[CH:21][C:20]=3[C:25]3[CH:30]=[CH:29][CH:28]=[CH:27][CH:26]=3)[CH2:5][C:4]=2[N:3]=1.S(Cl)(Cl)=O.[NH:35]1[CH2:40][CH2:39][O:38][CH2:37][CH2:36]1.C(N(CC)CC)C. (2) Given the product [CH3:19][CH:9]1[NH:8][CH2:13][CH2:12][N:11]2[C:14]([C:17]#[N:18])=[CH:15][CH:16]=[C:10]12, predict the reactants needed to synthesize it. The reactants are: C(OC([N:8]1[CH2:13][CH2:12][N:11]2[C:14]([C:17]#[N:18])=[CH:15][CH:16]=[C:10]2[CH:9]1[CH3:19])=O)(C)(C)C.Cl. (3) Given the product [OH:8][C:9]1[CH:14]=[C:13]([OH:15])[C:12]([CH:23]([CH3:25])[CH3:24])=[CH:11][C:10]=1[C:26]([N:28]1[CH2:36][C:35]2[C:30](=[CH:31][CH:32]=[C:33]([C:37]3([OH:44])[CH2:42][CH2:41][N:40]([CH3:43])[CH2:39][CH2:38]3)[CH:34]=2)[CH2:29]1)=[O:27], predict the reactants needed to synthesize it. The reactants are: C([O:8][C:9]1[CH:14]=[C:13]([O:15]CC2C=CC=CC=2)[C:12]([C:23]([CH3:25])=[CH2:24])=[CH:11][C:10]=1[C:26]([N:28]1[CH2:36][C:35]2[C:30](=[CH:31][CH:32]=[C:33]([C:37]3([OH:44])[CH2:42][CH2:41][N:40]([CH3:43])[CH2:39][CH2:38]3)[CH:34]=2)[CH2:29]1)=[O:27])C1C=CC=CC=1. (4) Given the product [Cl:19][C:13]1[CH:14]=[CH:15][C:16]([F:18])=[CH:17][C:12]=1[C:10]1[O:9][C:7]2[N:8]=[C:3]([CH2:2][N:24]3[CH2:29][CH2:28][O:27][CH2:26][CH2:25]3)[N:4]=[C:5]([O:20][CH2:21][CH2:22][CH3:23])[C:6]=2[N:11]=1, predict the reactants needed to synthesize it. The reactants are: Br[CH2:2][C:3]1[N:4]=[C:5]([O:20][CH2:21][CH2:22][CH3:23])[C:6]2[N:11]=[C:10]([C:12]3[CH:17]=[C:16]([F:18])[CH:15]=[CH:14][C:13]=3[Cl:19])[O:9][C:7]=2[N:8]=1.[NH:24]1[CH2:29][CH2:28][O:27][CH2:26][CH2:25]1.C(=O)([O-])[O-].[K+].[K+].O. (5) Given the product [F:16][C:13]1[CH:14]=[CH:15][C:10]([C:8]([C:6]2[N:7]=[C:2]([NH:27][C:24]3[CH:23]=[C:22]([CH3:21])[NH:26][N:25]=3)[C:3]3[C:19]([CH3:20])=[CH:18][S:17][C:4]=3[N:5]=2)=[O:9])=[CH:11][CH:12]=1, predict the reactants needed to synthesize it. The reactants are: Cl[C:2]1[C:3]2[C:19]([CH3:20])=[CH:18][S:17][C:4]=2[N:5]=[C:6]([C:8]([C:10]2[CH:15]=[CH:14][C:13]([F:16])=[CH:12][CH:11]=2)=[O:9])[N:7]=1.[CH3:21][C:22]1[NH:26][N:25]=[C:24]([NH2:27])[CH:23]=1.CCN(C(C)C)C(C)C. (6) Given the product [CH2:1]([C:3]1[CH:8]=[CH:7][C:6]([NH:9][C:10](=[O:12])[CH3:11])=[CH:5][C:4]=1[N+:13]([O-:15])=[O:14])[CH3:2], predict the reactants needed to synthesize it. The reactants are: [CH2:1]([C:3]1[CH:8]=[CH:7][C:6]([NH:9][C:10](=[O:12])[CH3:11])=[CH:5][CH:4]=1)[CH3:2].[N+:13]([O-])([OH:15])=[O:14].C(=O)([O-])[O-].[Na+].[Na+]. (7) Given the product [Cl:1][C:2]1[CH:3]=[C:4]([CH:20]=[CH:21][C:22]=1[Cl:23])[CH2:5][C:6]1[C:11](=[O:12])[N:10]2[CH:13]=[C:14]([C:17]([NH:39][CH2:38][CH2:37][OH:36])=[O:18])[CH:15]=[CH:16][C:9]2=[N:8][CH:7]=1, predict the reactants needed to synthesize it. The reactants are: [Cl:1][C:2]1[CH:3]=[C:4]([CH:20]=[CH:21][C:22]=1[Cl:23])[CH2:5][C:6]1[C:11](=[O:12])[N:10]2[CH:13]=[C:14]([C:17](O)=[O:18])[CH:15]=[CH:16][C:9]2=[N:8][CH:7]=1.C(N1C=CN=C1)(N1C=CN=C1)=O.[OH:36][CH2:37][CH2:38][NH2:39]. (8) Given the product [F:2][C:3]1[CH:8]=[CH:7][C:6]([N:9]2[C:12]3[C:13](=[N:14][CH:15]=[CH:16][CH:17]=3)[CH:18]=[N:10]2)=[CH:5][CH:4]=1, predict the reactants needed to synthesize it. The reactants are: Cl.[F:2][C:3]1[CH:8]=[CH:7][C:6]([NH:9][NH2:10])=[CH:5][CH:4]=1.F[C:12]1[C:13]([CH:18]=O)=[N:14][CH:15]=[CH:16][CH:17]=1.C([O-])([O-])=O.[K+].[K+].CN(C=O)C.